This data is from Forward reaction prediction with 1.9M reactions from USPTO patents (1976-2016). The task is: Predict the product of the given reaction. (1) Given the reactants [H-].[Na+].[C:3]([N:22]1[CH:26]=[C:25]([CH2:27][CH2:28][CH2:29][CH2:30][C:31]2[CH:36]=[CH:35][C:34]([OH:37])=[CH:33][CH:32]=2)[N:24]=[N:23]1)([C:16]1[CH:21]=[CH:20][CH:19]=[CH:18][CH:17]=1)([C:10]1[CH:15]=[CH:14][CH:13]=[CH:12][CH:11]=1)[C:4]1[CH:9]=[CH:8][CH:7]=[CH:6][CH:5]=1.Cl[CH2:39][C:40]1[N:41]=[C:42]([CH:45]=[CH:46][C:47]2[CH:52]=[CH:51][C:50]([O:53][C:54]([F:57])([F:56])[F:55])=[CH:49][CH:48]=2)[O:43][CH:44]=1.O, predict the reaction product. The product is: [F:57][C:54]([F:55])([F:56])[O:53][C:50]1[CH:51]=[CH:52][C:47](/[CH:46]=[CH:45]/[C:42]2[O:43][CH:44]=[C:40]([CH2:39][O:37][C:34]3[CH:33]=[CH:32][C:31]([CH2:30][CH2:29][CH2:28][CH2:27][C:25]4[N:24]=[N:23][N:22]([C:3]([C:4]5[CH:5]=[CH:6][CH:7]=[CH:8][CH:9]=5)([C:16]5[CH:21]=[CH:20][CH:19]=[CH:18][CH:17]=5)[C:10]5[CH:11]=[CH:12][CH:13]=[CH:14][CH:15]=5)[CH:26]=4)=[CH:36][CH:35]=3)[N:41]=2)=[CH:48][CH:49]=1. (2) Given the reactants [CH:1]1[C:9]2[C:8]3[CH:10]=[CH:11][CH:12]=[CH:13][C:7]=3[O:6][C:5]=2[CH:4]=[CH:3][CH:2]=1.C([Li:18])CCC.CCCCCC, predict the reaction product. The product is: [CH:1]1[C:9]2[C:8]3[CH:10]=[CH:11][CH:12]=[CH:13][C:7]=3[O:6][C:5]=2[C:4]([Li:18])=[CH:3][CH:2]=1. (3) Given the reactants [F:1][C:2]1[CH:3]=[C:4]([CH:8]=[C:9]([F:11])[CH:10]=1)[C:5]([OH:7])=[O:6].[Li]C(C)(C)C.CN([CH:20]=[O:21])C, predict the reaction product. The product is: [F:1][C:2]1[CH:3]=[C:4]([CH:8]=[C:9]([F:11])[C:10]=1[CH:20]=[O:21])[C:5]([OH:7])=[O:6]. (4) Given the reactants [CH:1]([C:4]1[CH:8]=[C:7]([CH:9]([CH3:11])[CH3:10])[NH:6][N:5]=1)([CH3:3])[CH3:2].C1C(=O)N([Cl:19])C(=O)C1, predict the reaction product. The product is: [Cl:19][C:8]1[C:4]([CH:1]([CH3:3])[CH3:2])=[N:5][NH:6][C:7]=1[CH:9]([CH3:11])[CH3:10]. (5) Given the reactants [CH3:1][C:2]1[C:6]2[C:7](=[O:19])[N:8]([CH2:11][CH2:12][N:13]3[CH2:18][CH2:17][CH2:16][CH2:15][CH2:14]3)[CH2:9][CH2:10][C:5]=2[NH:4][C:3]=1[CH:20]=O.[Br:22][C:23]1[CH:24]=[C:25]2[C:29](=[CH:30][CH:31]=1)[NH:28][C:27](=[O:32])[CH2:26]2, predict the reaction product. The product is: [Br:22][C:23]1[CH:24]=[C:25]2[C:29](=[CH:30][CH:31]=1)[NH:28][C:27](=[O:32])[C:26]2=[CH:20][C:3]1[NH:4][C:5]2[CH2:10][CH2:9][N:8]([CH2:11][CH2:12][N:13]3[CH2:14][CH2:15][CH2:16][CH2:17][CH2:18]3)[C:7](=[O:19])[C:6]=2[C:2]=1[CH3:1]. (6) Given the reactants [CH2:1]([C:5]1[N:6]=[N:7][C:8]([O:24][CH:25]2[CH2:30][CH2:29][N:28]([CH3:31])[CH2:27][CH2:26]2)=[CH:9][C:10]=1[C:11]1[CH:16]=[CH:15][C:14]([O:17][CH:18]2[CH2:23][CH2:22][CH2:21][CH2:20][CH2:19]2)=[CH:13][CH:12]=1)[CH2:2][CH2:3][CH3:4].[N+:32]([O-])([O-:34])=[O:33].[Na+], predict the reaction product. The product is: [CH2:1]([C:5]1[N:6]=[N:7][C:8]([O:24][CH:25]2[CH2:30][CH2:29][N:28]([CH3:31])[CH2:27][CH2:26]2)=[CH:9][C:10]=1[C:11]1[CH:12]=[CH:13][C:14]([O:17][CH:18]2[CH2:23][CH2:22][CH2:21][CH2:20][CH2:19]2)=[C:15]([N+:32]([O-:34])=[O:33])[CH:16]=1)[CH2:2][CH2:3][CH3:4]. (7) Given the reactants [CH3:1][Mg]Br.[F:4][CH:5]1[C:10](=[O:11])[CH2:9][CH2:8][N:7]([C:12]([O:14][C:15]([CH3:18])([CH3:17])[CH3:16])=[O:13])[CH2:6]1, predict the reaction product. The product is: [F:4][CH:5]1[C:10]([OH:11])([CH3:1])[CH2:9][CH2:8][N:7]([C:12]([O:14][C:15]([CH3:18])([CH3:17])[CH3:16])=[O:13])[CH2:6]1. (8) Given the reactants C([O-])([O-])=O.[K+].[K+].I[CH2:8][CH2:9][N:10]1[C:18]2[C:13](=[N:14][C:15]([O:21][CH3:22])=[C:16]([O:19][CH3:20])[CH:17]=2)[C:12]([C:23]2[N:31]([S:32]([C:35]3[CH:40]=[CH:39][C:38]([CH3:41])=[CH:37][CH:36]=3)(=[O:34])=[O:33])[C:26]3=[N:27][CH:28]=[CH:29][CH:30]=[C:25]3[CH:24]=2)=[CH:11]1.[CH3:42][N:43]1[CH2:48][CH2:47][NH:46][CH2:45][CH2:44]1.Cl, predict the reaction product. The product is: [CH3:22][O:21][C:15]1[N:14]=[C:13]2[C:12]([C:23]3[N:31]([S:32]([C:35]4[CH:36]=[CH:37][C:38]([CH3:41])=[CH:39][CH:40]=4)(=[O:33])=[O:34])[C:26]4=[N:27][CH:28]=[CH:29][CH:30]=[C:25]4[CH:24]=3)=[CH:11][N:10]([CH2:9][CH2:8][N:46]3[CH2:47][CH2:48][N:43]([CH3:42])[CH2:44][CH2:45]3)[C:18]2=[CH:17][C:16]=1[O:19][CH3:20]. (9) The product is: [Br:1][C:2]1[CH:3]=[N:4][CH:5]=[C:6]2[C:11]=1[N:10]=[C:9]([C:12]([N:48]1[CH2:49][CH2:50][CH2:51][C@H:47]1[C:44]1[CH:45]=[CH:46][C:41]([Cl:40])=[CH:42][CH:43]=1)=[O:14])[CH:8]=[CH:7]2. Given the reactants [Br:1][C:2]1[CH:3]=[N:4][CH:5]=[C:6]2[C:11]=1[N:10]=[C:9]([C:12]([OH:14])=O)[CH:8]=[CH:7]2.CN(C(ON1N=NC2C=CC=NC1=2)=[N+](C)C)C.F[P-](F)(F)(F)(F)F.Cl.[Cl:40][C:41]1[CH:46]=[CH:45][C:44]([C@@H:47]2[CH2:51][CH2:50][CH2:49][NH:48]2)=[CH:43][CH:42]=1.CCN(C(C)C)C(C)C, predict the reaction product.